From a dataset of CYP1A2 inhibition data for predicting drug metabolism from PubChem BioAssay. Regression/Classification. Given a drug SMILES string, predict its absorption, distribution, metabolism, or excretion properties. Task type varies by dataset: regression for continuous measurements (e.g., permeability, clearance, half-life) or binary classification for categorical outcomes (e.g., BBB penetration, CYP inhibition). Dataset: cyp1a2_veith. The compound is CC(=O)c1ccc(-n2c(CCC(=O)O)ccc2-c2cccs2)cc1. The result is 1 (inhibitor).